Dataset: Forward reaction prediction with 1.9M reactions from USPTO patents (1976-2016). Task: Predict the product of the given reaction. (1) Given the reactants [Cl:1][C:2]1[C:7]([Cl:8])=[CH:6][CH:5]=[CH:4][C:3]=1[N:9]=[C:10]=[S:11].[Cl:12][C:13]1[CH:18]=[CH:17][C:16]([N:19]2[C:23]([C:24]#[N:25])=[CH:22][C:21]([CH3:26])=[N:20]2)=[CH:15][CH:14]=1, predict the reaction product. The product is: [Cl:1][C:2]1[C:7]([Cl:8])=[CH:6][CH:5]=[CH:4][C:3]=1[NH:9][C:10]([NH:25][CH2:24][C:23]1[N:19]([C:16]2[CH:17]=[CH:18][C:13]([Cl:12])=[CH:14][CH:15]=2)[N:20]=[C:21]([CH3:26])[CH:22]=1)=[S:11]. (2) Given the reactants [CH2:1]([O:3][C:4](=[O:16])[CH2:5][C:6]1[C:14]2[C:9](=[CH:10][CH:11]=[CH:12][CH:13]=2)[NH:8][C:7]=1[CH3:15])[CH3:2].[H-].[Na+].[Cl:19][C:20]1[C:28]([Cl:29])=[CH:27][CH:26]=[CH:25][C:21]=1[C:22](Cl)=[O:23].O, predict the reaction product. The product is: [CH2:1]([O:3][C:4](=[O:16])[CH2:5][C:6]1[C:14]2[C:9](=[CH:10][CH:11]=[CH:12][CH:13]=2)[N:8]([C:22](=[O:23])[C:21]2[CH:25]=[CH:26][CH:27]=[C:28]([Cl:29])[C:20]=2[Cl:19])[C:7]=1[CH3:15])[CH3:2]. (3) Given the reactants [CH3:1][C:2]1[S:6][C:5](C(O)=O)=[CH:4][C:3]=1[C:10]1[CH:15]=[CH:14][CH:13]=[CH:12][CH:11]=1.C(=O)=O, predict the reaction product. The product is: [CH3:1][C:2]1[S:6][CH:5]=[CH:4][C:3]=1[C:10]1[CH:11]=[CH:12][CH:13]=[CH:14][CH:15]=1. (4) Given the reactants [C:1]([O:5][C:6]([NH:8][CH2:9][CH2:10][CH2:11][CH2:12][CH:13]([NH:49][C:50](=[O:71])[CH2:51][CH2:52][NH:53][C:54]([C:56]1[CH:61]=[CH:60][C:59]([C:62]2[CH:67]=[CH:66][C:65]([CH2:68][CH2:69][CH3:70])=[CH:64][CH:63]=2)=[CH:58][CH:57]=1)=[O:55])[C:14]([N:16]([CH3:48])[C@H:17]1[C:34]2[CH:35]=[C:30]([C:31]([O:36][CH3:37])=[CH:32][CH:33]=2)[C:29]2=[CH:38][C:25](=[CH:26][CH:27]=[C:28]2[O:39][CH3:40])[CH2:24][C@@H:23]([C:41]([O:43]C)=[O:42])[NH:22][C:21](=[O:45])[C@H:20]([CH3:46])[NH:19][C:18]1=[O:47])=[O:15])=[O:7])([CH3:4])([CH3:3])[CH3:2].[Li+].[OH-], predict the reaction product. The product is: [C:1]([O:5][C:6]([NH:8][CH2:9][CH2:10][CH2:11][CH2:12][CH:13]([NH:49][C:50](=[O:71])[CH2:51][CH2:52][NH:53][C:54]([C:56]1[CH:57]=[CH:58][C:59]([C:62]2[CH:63]=[CH:64][C:65]([CH2:68][CH2:69][CH3:70])=[CH:66][CH:67]=2)=[CH:60][CH:61]=1)=[O:55])[C:14]([N:16]([CH3:48])[C@H:17]1[C:34]2[CH:35]=[C:30]([C:31]([O:36][CH3:37])=[CH:32][CH:33]=2)[C:29]2=[CH:38][C:25](=[CH:26][CH:27]=[C:28]2[O:39][CH3:40])[CH2:24][C@@H:23]([C:41]([OH:43])=[O:42])[NH:22][C:21](=[O:45])[C@H:20]([CH3:46])[NH:19][C:18]1=[O:47])=[O:15])=[O:7])([CH3:4])([CH3:2])[CH3:3]. (5) Given the reactants C(OC([N:8]([CH2:16][C:17]1[N:18]=[N:19][C:20]([C:23]2[CH:28]=[CH:27][CH:26]=[CH:25][CH:24]=2)=[CH:21][CH:22]=1)C(OC(C)(C)C)=O)=O)(C)(C)C.[ClH:29].O1CCOCC1, predict the reaction product. The product is: [ClH:29].[C:23]1([C:20]2[N:19]=[N:18][C:17]([CH2:16][NH2:8])=[CH:22][CH:21]=2)[CH:24]=[CH:25][CH:26]=[CH:27][CH:28]=1. (6) Given the reactants [CH3:1][C@H:2]1[O:7][C@@H:6]([CH3:8])[CH2:5][N:4]([C:9]2[C:10]([CH:19]=[O:20])=[CH:11][C:12]([Sn](C)(C)C)=[N:13][CH:14]=2)[CH2:3]1.Br[C:22]1[CH:31]=[CH:30][C:29]2[C:24](=[CH:25][CH:26]=[CH:27][CH:28]=2)[N:23]=1, predict the reaction product. The product is: [CH3:1][C@H:2]1[O:7][C@@H:6]([CH3:8])[CH2:5][N:4]([C:9]2[C:10]([CH:19]=[O:20])=[CH:11][C:12]([C:22]3[CH:31]=[CH:30][C:29]4[C:24](=[CH:25][CH:26]=[CH:27][CH:28]=4)[N:23]=3)=[N:13][CH:14]=2)[CH2:3]1. (7) Given the reactants [C:1]([CH2:4][N:5]([CH3:50])[C:6]([C:8]1[N:9]=[C:10]([N:13]2[CH2:16][CH:15]([S:17][C:18]3[C@H:19]([CH3:49])[C@@H:20]4[C@@H:37]([C@H:38]([O:40][Si](C(C)(C)C)(C)C)[CH3:39])[C:36](=[O:48])[N:21]4[C:22]=3[C:23]([O:25][CH2:26][C:27]3[CH:32]=[CH:31][C:30]([N+:33]([O-:35])=[O:34])=[CH:29][CH:28]=3)=[O:24])[CH2:14]2)[S:11][CH:12]=1)=[O:7])(=[O:3])[NH2:2].C(O)(=O)C.[F-].C([N+](CCCC)(CCCC)CCCC)CCC.C(=O)([O-])O.[Na+], predict the reaction product. The product is: [C:1]([CH2:4][N:5]([CH3:50])[C:6]([C:8]1[N:9]=[C:10]([N:13]2[CH2:16][CH:15]([S:17][C:18]3[C@H:19]([CH3:49])[C@@H:20]4[C@@H:37]([C@H:38]([OH:40])[CH3:39])[C:36](=[O:48])[N:21]4[C:22]=3[C:23]([O:25][CH2:26][C:27]3[CH:32]=[CH:31][C:30]([N+:33]([O-:35])=[O:34])=[CH:29][CH:28]=3)=[O:24])[CH2:14]2)[S:11][CH:12]=1)=[O:7])(=[O:3])[NH2:2]. (8) Given the reactants C([O:8][C:9]1[CH:14]=[C:13]([O:15]CC2C=CC=CC=2)[CH:12]=[CH:11][C:10]=1[C:23]1(O)[CH2:27][CH2:26][O:25][CH2:24]1)C1C=CC=CC=1, predict the reaction product. The product is: [O:25]1[CH2:26][CH2:27][CH:23]([C:10]2[CH:11]=[CH:12][C:13]([OH:15])=[CH:14][C:9]=2[OH:8])[CH2:24]1.